From a dataset of Forward reaction prediction with 1.9M reactions from USPTO patents (1976-2016). Predict the product of the given reaction. (1) Given the reactants [CH3:1][O:2][CH2:3][CH2:4][NH:5][C:6]([C:8]1[C:16]2[N:15]=[C:14]([NH:17][CH2:18][CH:19]3[CH2:24][CH2:23][NH:22][CH2:21][CH2:20]3)[NH:13][C:12]=2[CH:11]=[CH:10][CH:9]=1)=[O:7].[OH:25][C:26]1[CH:33]=[CH:32][C:31]([Cl:34])=[CH:30][C:27]=1[CH:28]=O.C(O[BH-](OC(=O)C)OC(=O)C)(=O)C.[Na+].CO, predict the reaction product. The product is: [CH3:1][O:2][CH2:3][CH2:4][NH:5][C:6]([C:8]1[C:16]2[N:15]=[C:14]([NH:17][CH2:18][CH:19]3[CH2:20][CH2:21][N:22]([CH2:28][C:27]4[CH:30]=[C:31]([Cl:34])[CH:32]=[CH:33][C:26]=4[OH:25])[CH2:23][CH2:24]3)[NH:13][C:12]=2[CH:11]=[CH:10][CH:9]=1)=[O:7]. (2) Given the reactants [C:1]([CH:4](OS(C1C=CC(C)=CC=1)(=O)=O)[C:5]1[CH:10]=[CH:9][CH:8]=[CH:7][CH:6]=1)(=[O:3])[NH2:2].[CH3:22][O:23][C:24]1[CH:25]=[C:26]2[C:31](=[CH:32][C:33]=1[O:34][CH3:35])[C@H:30]([CH2:36][CH2:37][C:38]1[CH:43]=[CH:42][CH:41]=[CH:40][C:39]=1[O:44][C:45]([F:48])([F:47])[F:46])[NH:29][CH2:28][CH2:27]2, predict the reaction product. The product is: [CH3:22][O:23][C:24]1[CH:25]=[C:26]2[C:31](=[CH:32][C:33]=1[O:34][CH3:35])[C@H:30]([CH2:36][CH2:37][C:38]1[CH:43]=[CH:42][CH:41]=[CH:40][C:39]=1[O:44][C:45]([F:46])([F:48])[F:47])[N:29]([C@H:4]([C:5]1[CH:6]=[CH:7][CH:8]=[CH:9][CH:10]=1)[C:1]([NH2:2])=[O:3])[CH2:28][CH2:27]2. (3) The product is: [CH3:7][N:6]1[C:2]([N:17]2[CH2:23][CH2:22][CH2:21][C@H:20]([NH:24][C:25](=[O:31])[O:26][C:27]([CH3:28])([CH3:29])[CH3:30])[CH2:19]2)=[C:3]([N+:8]([O-:10])=[O:9])[CH:4]=[N:5]1. Given the reactants Cl[C:2]1[N:6]([CH3:7])[N:5]=[CH:4][C:3]=1[N+:8]([O-:10])=[O:9].NC1C=NN(C)C=1[N:17]1[CH2:23][CH2:22][CH2:21][CH:20]([NH:24][C:25](=[O:31])[O:26][C:27]([CH3:30])([CH3:29])[CH3:28])[CH2:19]C1.N1CCC[C@H](NC(=O)OC(C)(C)C)C1.CCN(C(C)C)C(C)C, predict the reaction product. (4) Given the reactants [H-].[Na+].[I-].[CH3:4][S+](C)(C)=O.[CH2:9]([O:11][C:12]([C:14]1[C:15](=[O:35])[N:16]([CH2:26][C:27]2[CH:32]=[CH:31][C:30]([O:33][CH3:34])=[CH:29][CH:28]=2)[C:17]2[C:22]([C:23]=1[CH3:24])=[CH:21][C:20]([Cl:25])=[CH:19][CH:18]=2)=[O:13])[CH3:10], predict the reaction product. The product is: [CH2:9]([O:11][C:12]([C:14]12[CH2:24][C:23]1([CH3:4])[C:22]1[C:17]([N:16]([CH2:26][C:27]3[CH:28]=[CH:29][C:30]([O:33][CH3:34])=[CH:31][CH:32]=3)[C:15]2=[O:35])=[CH:18][CH:19]=[C:20]([Cl:25])[CH:21]=1)=[O:13])[CH3:10]. (5) Given the reactants [O:1]=[C:2]1[N:7]2[CH2:8][CH2:9][CH2:10][CH2:11][CH2:12][C:6]2=[N:5][C:4]2[S:13][C:14]3[C:19]([S:20][CH2:21][CH2:22][CH3:23])=[C:18]([CH:24]=[O:25])[CH2:17][CH2:16][C:15]=3[C:3]1=2.[CH2:26]([O:28][C:29](C1CCN2C(=O)C3C4CCC(C=O)=C(Cl)C=4SC=3N=C2CC1)=[O:30])[CH3:27], predict the reaction product. The product is: [CH2:26]([O:28][C:29]([CH:10]1[CH2:9][CH2:8][N:7]2[C:2](=[O:1])[C:3]3[C:15]4[CH2:16][CH2:17][C:18]([CH:24]=[O:25])=[C:19]([S:20][CH2:21][CH2:22][CH3:23])[C:14]=4[S:13][C:4]=3[N:5]=[C:6]2[CH2:12][CH2:11]1)=[O:30])[CH3:27]. (6) Given the reactants [F:1][C:2]1[CH:3]=[C:4]([CH2:9][C:10]([O:12][CH2:13][CH3:14])=[O:11])[CH:5]=[CH:6][C:7]=1[OH:8].Br[CH2:16][C:17]([C:19]1[CH:24]=[CH:23][CH:22]=[CH:21][CH:20]=1)=[O:18].C(=O)([O-])[O-].[K+].[K+], predict the reaction product. The product is: [F:1][C:2]1[CH:3]=[C:4]([CH2:9][C:10]([O:12][CH2:13][CH3:14])=[O:11])[CH:5]=[CH:6][C:7]=1[O:8][CH2:16][C:17](=[O:18])[C:19]1[CH:24]=[CH:23][CH:22]=[CH:21][CH:20]=1. (7) Given the reactants Cl[C:2]1[N:7]=[C:6]([C:8]2[C:16]3[C:11](=[CH:12][CH:13]=[CH:14][CH:15]=3)[NH:10][CH:9]=2)[C:5]([CH3:17])=[CH:4][N:3]=1.[F:18][C:19]1[C:20]([N:28]2[CH2:33][CH2:32][CH:31]([N:34]3[CH2:39][CH2:38][N:37]([CH3:40])[CH2:36][CH2:35]3)[CH2:30][CH2:29]2)=[CH:21][C:22]([O:26][CH3:27])=[C:23]([CH:25]=1)[NH2:24], predict the reaction product. The product is: [F:18][C:19]1[C:20]([N:28]2[CH2:33][CH2:32][CH:31]([N:34]3[CH2:39][CH2:38][N:37]([CH3:40])[CH2:36][CH2:35]3)[CH2:30][CH2:29]2)=[CH:21][C:22]([O:26][CH3:27])=[C:23]([NH:24][C:2]2[N:7]=[C:6]([C:8]3[C:16]4[C:11](=[CH:12][CH:13]=[CH:14][CH:15]=4)[NH:10][CH:9]=3)[C:5]([CH3:17])=[CH:4][N:3]=2)[CH:25]=1.